This data is from Peptide-MHC class II binding affinity with 134,281 pairs from IEDB. The task is: Regression. Given a peptide amino acid sequence and an MHC pseudo amino acid sequence, predict their binding affinity value. This is MHC class II binding data. (1) The peptide sequence is NKALGLPKYTKLITFNVHNR. The MHC is DRB1_1301 with pseudo-sequence DRB1_1301. The binding affinity (normalized) is 0.728. (2) The peptide sequence is LAAMDGGGFYADDTA. The MHC is HLA-DQA10501-DQB10402 with pseudo-sequence HLA-DQA10501-DQB10402. The binding affinity (normalized) is 0.310.